Task: Predict the reactants needed to synthesize the given product.. Dataset: Full USPTO retrosynthesis dataset with 1.9M reactions from patents (1976-2016) (1) Given the product [Cl:1][CH2:2][CH:3]1[C:11]2[C:10]3[CH:12]=[CH:13][C:14]([N+:22]([O-:24])=[O:23])=[CH:15][C:9]=3[CH:8]=[CH:7][C:6]=2[N:5]([C:16](=[O:21])[C:17]([F:20])([F:18])[F:19])[CH2:4]1, predict the reactants needed to synthesize it. The reactants are: [Cl:1][CH2:2][CH:3]1[C:11]2[C:10]3[CH:12]=[CH:13][CH:14]=[CH:15][C:9]=3[CH:8]=[CH:7][C:6]=2[N:5]([C:16](=[O:21])[C:17]([F:20])([F:19])[F:18])[CH2:4]1.[N+:22]([O-])([OH:24])=[O:23]. (2) Given the product [Br:1][C:2]1[O:6][C:5]([C:7]2[C:11]([CH2:12][N:24]([CH2:25][C:26]3[CH:31]=[CH:30][C:29]([O:32][CH3:33])=[CH:28][C:27]=3[O:34][CH3:35])[CH2:23][C:22]([O:21][CH2:19][CH3:20])=[O:36])=[C:10]([C:14]([O:16][CH2:17][CH3:18])=[O:15])[O:9][N:8]=2)=[CH:4][CH:3]=1, predict the reactants needed to synthesize it. The reactants are: [Br:1][C:2]1[O:6][C:5]([C:7]2[C:11]([CH2:12]Br)=[C:10]([C:14]([O:16][CH2:17][CH3:18])=[O:15])[O:9][N:8]=2)=[CH:4][CH:3]=1.[CH2:19]([O:21][C:22](=[O:36])[CH2:23][NH:24][CH2:25][C:26]1[CH:31]=[CH:30][C:29]([O:32][CH3:33])=[CH:28][C:27]=1[O:34][CH3:35])[CH3:20].C(=O)([O-])[O-].[K+].[K+].CCOC(C)=O. (3) Given the product [NH3:2].[CH3:1][N:2]([CH3:17])[C@H:3]1[CH2:8][CH2:7][C@H:6]([NH2:9])[CH2:5][CH2:4]1, predict the reactants needed to synthesize it. The reactants are: [CH3:1][N:2]([CH3:17])[C@H:3]1[CH2:8][CH2:7][C@H:6]([NH:9]C(=O)OC(C)(C)C)[CH2:5][CH2:4]1.C(O)(C(F)(F)F)=O. (4) Given the product [NH2:24][C@H:21]1[CH2:22][CH2:23][N:19]([C:17](=[O:18])[CH2:16][N:15]([C:12]2[CH:13]=[CH:14][C:9]([O:5][C:3]3[CH:2]=[CH:11][CH:10]=[CH:9][CH:14]=3)=[CH:10][CH:11]=2)[C:32](=[O:41])/[CH:33]=[CH:34]/[C:35]2[CH:36]=[CH:37][CH:38]=[CH:39][CH:40]=2)[CH2:20]1, predict the reactants needed to synthesize it. The reactants are: F[C:2](F)(F)[C:3]([OH:5])=O.Br[C:9]1[CH:14]=[CH:13][C:12]([N:15]([C:32](=[O:41])/[CH:33]=[CH:34]/[C:35]2[CH:40]=[CH:39][CH:38]=[CH:37][CH:36]=2)[CH2:16][C:17]([N:19]2[CH2:23][CH2:22][C@H:21]([NH:24]C(=O)OC(C)(C)C)[CH2:20]2)=[O:18])=[CH:11][CH:10]=1. (5) Given the product [Cl:1][C:2]1[C:3]([O:30][CH3:31])=[CH:4][C:5]([O:28][CH3:29])=[C:6]([NH:8][C:9](=[O:10])[CH2:11][N:12]2[C:21]3[C:16](=[CH:17][CH:18]=[CH:19][CH:20]=3)[C:15](=[O:22])[N:14]([CH2:23][C:24]([N:67]3[CH2:68][CH2:69][N:64]([CH3:63])[CH2:65][CH2:66]3)=[O:26])[C:13]2=[O:27])[CH:7]=1, predict the reactants needed to synthesize it. The reactants are: [Cl:1][C:2]1[C:3]([O:30][CH3:31])=[CH:4][C:5]([O:28][CH3:29])=[C:6]([NH:8][C:9]([CH2:11][N:12]2[C:21]3[C:16](=[CH:17][CH:18]=[CH:19][CH:20]=3)[C:15](=[O:22])[N:14]([CH2:23][C:24]([OH:26])=O)[C:13]2=[O:27])=[O:10])[CH:7]=1.C(N(CC)CC)C.CN(C(ON1N=NC2C=CC=NC1=2)=[N+](C)C)C.F[P-](F)(F)(F)(F)F.[CH3:63][N:64]1[CH2:69][CH2:68][NH:67][CH2:66][CH2:65]1.